Predict the reaction yield, written as a fraction of the theoretical maximum amount of product (1.0 means a 100% yield; for example, 0.34 means a 34% yield). From a dataset of Reaction yield outcomes from USPTO patents with 853,638 reactions. (1) The reactants are [N:1]1[NH:2][C:3](=[O:10])[N:4]2[CH:9]=[CH:8][CH:7]=[CH:6][C:5]=12.[CH2:11](O)[CH2:12][C:13]#[CH:14]. No catalyst specified. The product is [CH2:14]([N:2]1[C:3](=[O:10])[N:4]2[CH:9]=[CH:8][CH:7]=[CH:6][C:5]2=[N:1]1)[CH2:13][C:12]#[CH:11]. The yield is 0.260. (2) The reactants are C(OC([NH:11][C:12]1[CH:13]=[C:14]([S:25]([NH2:28])(=[O:27])=[O:26])[CH:15]=[CH:16][C:17]=1[C:18]([O:20]C(C)(C)C)=[O:19])=O)C1C=CC=CC=1.[OH:29][C:30]1[CH:31]=[C:32]([NH:46][C:47](OC2C=CC=CC=2)=[O:48])[C:33](=[CH:44][CH:45]=1)[C:34](OCC1C=CC=CC=1)=[O:35]. No catalyst specified. The product is [OH:29][C:30]1[CH:31]=[C:32]2[C:33]([C:34](=[O:35])[N:28]([S:25]([C:14]3[CH:13]=[C:12]([NH2:11])[C:17](=[CH:16][CH:15]=3)[C:18]([OH:20])=[O:19])(=[O:26])=[O:27])[C:47](=[O:48])[NH:46]2)=[CH:44][CH:45]=1. The yield is 0.0400. (3) The reactants are Cl[C:2]1[CH:7]=[C:6]([Cl:8])[N:5]=[C:4]([S:9][C:10]2[CH:15]=[CH:14][C:13]([NH:16][C:17](=[O:23])[CH2:18][C:19]([F:22])([F:21])[F:20])=[CH:12][CH:11]=2)[N:3]=1.[NH2:24][C:25]1[CH:29]=[C:28]([CH3:30])[NH:27][N:26]=1.[I-].[Na+].C(N(C(C)C)CC)(C)C. The catalyst is CN(C)C=O.ClCCl. The product is [Cl:8][C:6]1[CH:7]=[C:2]([NH:24][C:25]2[NH:26][N:27]=[C:28]([CH3:30])[CH:29]=2)[N:3]=[C:4]([S:9][C:10]2[CH:15]=[CH:14][C:13]([NH:16][C:17](=[O:23])[CH2:18][C:19]([F:22])([F:21])[F:20])=[CH:12][CH:11]=2)[N:5]=1. The yield is 0.720. (4) The reactants are [F:1][C:2]1[CH:9]=[C:8]([F:10])[CH:7]=[CH:6][C:3]=1[CH:4]=O.Cl.[O:12]([NH2:14])[CH3:13]. No catalyst specified. The product is [CH3:13][O:12][N:14]=[CH:4][C:3]1[CH:6]=[CH:7][C:8]([F:10])=[CH:9][C:2]=1[F:1]. The yield is 0.800.